Dataset: Peptide-MHC class I binding affinity with 185,985 pairs from IEDB/IMGT. Task: Regression. Given a peptide amino acid sequence and an MHC pseudo amino acid sequence, predict their binding affinity value. This is MHC class I binding data. (1) The peptide sequence is RVFNNYMPY. The MHC is HLA-B15:01 with pseudo-sequence HLA-B15:01. The binding affinity (normalized) is 0.415. (2) The peptide sequence is KCFEKFLEPK. The MHC is HLA-A33:01 with pseudo-sequence HLA-A33:01. The binding affinity (normalized) is 0.0712. (3) The peptide sequence is KITAEWLWK. The MHC is HLA-A03:01 with pseudo-sequence HLA-A03:01. The binding affinity (normalized) is 0.575. (4) The peptide sequence is AVLAFVAL. The MHC is H-2-Db with pseudo-sequence H-2-Db. The binding affinity (normalized) is 0.00183. (5) The peptide sequence is RPRGHREFC. The MHC is HLA-B58:01 with pseudo-sequence HLA-B58:01. The binding affinity (normalized) is 0.0847. (6) The peptide sequence is NQATTKTTF. The MHC is HLA-A01:01 with pseudo-sequence HLA-A01:01. The binding affinity (normalized) is 0.0847. (7) The MHC is HLA-A24:02 with pseudo-sequence HLA-A24:02. The binding affinity (normalized) is 0.297. The peptide sequence is FLTSELPQW. (8) The peptide sequence is AMQKESDDY. The MHC is HLA-A26:01 with pseudo-sequence HLA-A26:01. The binding affinity (normalized) is 0. (9) The peptide sequence is DMCDIYLLY. The MHC is HLA-A01:01 with pseudo-sequence HLA-A01:01. The binding affinity (normalized) is 0.828. (10) The peptide sequence is VMNPLGLNV. The MHC is HLA-A02:06 with pseudo-sequence HLA-A02:06. The binding affinity (normalized) is 0.787.